From a dataset of Catalyst prediction with 721,799 reactions and 888 catalyst types from USPTO. Predict which catalyst facilitates the given reaction. (1) Reactant: [CH2:1]([O:8][C:9]1[C:10]([NH:23][C:24]2[S:25][CH:26]=[C:27]([CH2:29][CH2:30][C:31]([O:33]C)=[O:32])[N:28]=2)=[N:11][CH:12]=[C:13]([O:15][C:16]2[CH:21]=[CH:20][CH:19]=[CH:18][C:17]=2[Cl:22])[CH:14]=1)[C:2]1[CH:7]=[CH:6][CH:5]=[CH:4][CH:3]=1.[OH-].[Na+]. Product: [ClH:22].[CH2:1]([O:8][C:9]1[C:10]([NH:23][C:24]2[S:25][CH:26]=[C:27]([CH2:29][CH2:30][C:31]([OH:33])=[O:32])[N:28]=2)=[N:11][CH:12]=[C:13]([O:15][C:16]2[CH:21]=[CH:20][CH:19]=[CH:18][C:17]=2[Cl:22])[CH:14]=1)[C:2]1[CH:7]=[CH:6][CH:5]=[CH:4][CH:3]=1. The catalyst class is: 5. (2) Reactant: [CH3:1][S:2](Cl)(=[O:4])=[O:3].[C:6]([C:10]1[CH:11]=[C:12]([NH:26][C:27]([NH:29][C@@H:30]2[C:39]3[C:34](=[CH:35][CH:36]=[CH:37][CH:38]=3)[C@H:33]([O:40][C:41]3[CH:42]=[CH:43][C:44]4[N:45]([C:47]([N:50]5[CH2:54][CH2:53][CH2:52][C@@H:51]5[CH3:55])=[N:48][N:49]=4)[CH:46]=3)[CH2:32][CH2:31]2)=[O:28])[N:13]([C:15]2[CH:20]=[CH:19][C:18]([Cl:21])=[C:17]([O:22][CH2:23][CH2:24][OH:25])[CH:16]=2)[N:14]=1)([CH3:9])([CH3:8])[CH3:7].CCN(C(C)C)C(C)C. Product: [C:6]([C:10]1[CH:11]=[C:12]([NH:26][C:27]([NH:29][C@@H:30]2[C:39]3[C:34](=[CH:35][CH:36]=[CH:37][CH:38]=3)[C@H:33]([O:40][C:41]3[CH:42]=[CH:43][C:44]4[N:45]([C:47]([N:50]5[CH2:54][CH2:53][CH2:52][C@@H:51]5[CH3:55])=[N:48][N:49]=4)[CH:46]=3)[CH2:32][CH2:31]2)=[O:28])[N:13]([C:15]2[CH:20]=[CH:19][C:18]([Cl:21])=[C:17]([CH:16]=2)[O:22][CH2:23][CH2:24][O:25][S:2]([CH3:1])(=[O:4])=[O:3])[N:14]=1)([CH3:9])([CH3:7])[CH3:8]. The catalyst class is: 2. (3) The catalyst class is: 1. Reactant: [CH3:1][C:2]1[CH:3]=[C:4]2[C:9](=[CH:10][CH:11]=1)[N:8]=[C:7]([NH:12][CH3:13])[C:6]([CH:14]=[O:15])=[CH:5]2.[BH4-].[Na+]. Product: [CH3:1][C:2]1[CH:3]=[C:4]2[C:9](=[CH:10][CH:11]=1)[N:8]=[C:7]([NH:12][CH3:13])[C:6]([CH2:14][OH:15])=[CH:5]2. (4) Product: [CH3:15][C:16]1[O:12][N:11]=[C:10]([C:7]2[CH:8]=[CH:9][C:4]([C:3]([OH:2])=[O:14])=[CH:5][CH:6]=2)[N:13]=1. Reactant: C[O:2][C:3](=[O:14])[C:4]1[CH:9]=[CH:8][C:7]([C:10](=[NH:13])[NH:11][OH:12])=[CH:6][CH:5]=1.[C:15](OC(=O)C)(=O)[CH3:16]. The catalyst class is: 4. (5) Reactant: Br[C:2]1[O:3][C:4]([CH2:8][O:9][C:10]([C:23]2[CH:28]=[CH:27][CH:26]=[CH:25][CH:24]=2)([C:17]2[CH:22]=[CH:21][CH:20]=[CH:19][CH:18]=2)[C:11]2[CH:16]=[CH:15][CH:14]=[CH:13][CH:12]=2)=[CH:5][C:6]=1[Br:7].[CH2:29]1COCC1.[Cl-].C[Zn+]. Product: [Br:7][C:6]1[CH:5]=[C:4]([CH2:8][O:9][C:10]([C:11]2[CH:16]=[CH:15][CH:14]=[CH:13][CH:12]=2)([C:23]2[CH:28]=[CH:27][CH:26]=[CH:25][CH:24]=2)[C:17]2[CH:22]=[CH:21][CH:20]=[CH:19][CH:18]=2)[O:3][C:2]=1[CH3:29]. The catalyst class is: 235.